Dataset: Peptide-MHC class II binding affinity with 134,281 pairs from IEDB. Task: Regression. Given a peptide amino acid sequence and an MHC pseudo amino acid sequence, predict their binding affinity value. This is MHC class II binding data. (1) The peptide sequence is LNFTGPCKGDSVTIK. The MHC is HLA-DQA10201-DQB10202 with pseudo-sequence HLA-DQA10201-DQB10202. The binding affinity (normalized) is 0. (2) The binding affinity (normalized) is 0.309. The peptide sequence is EAKYWCPDSMEYNCP. The MHC is DRB1_0301 with pseudo-sequence DRB1_0301. (3) The MHC is HLA-DQA10601-DQB10402 with pseudo-sequence HLA-DQA10601-DQB10402. The binding affinity (normalized) is 0. The peptide sequence is SKAYANMWSLMYFHK.